Dataset: Full USPTO retrosynthesis dataset with 1.9M reactions from patents (1976-2016). Task: Predict the reactants needed to synthesize the given product. (1) The reactants are: [CH2:1]([CH:3]1[C:7](=[O:8])[NH:6][C:5]2([CH2:13][CH2:12][N:11]([CH3:14])[CH2:10][CH2:9]2)[S:4]1)[CH3:2].SC(CC)C(O)=O.N. Given the product [CH3:2][CH2:1][C@@H:3]1[S:4][C:5]2([CH2:13][CH2:12][N:11]([CH3:14])[CH2:10][CH2:9]2)[NH:6][C:7]1=[O:8], predict the reactants needed to synthesize it. (2) Given the product [CH3:20][O:21][C:22]1[CH:23]=[C:24]([C:28]2[S:32][C:31]([CH3:33])=[N:30][C:29]=2[C:34]([N:3]2[CH2:4][C@@H:5]3[C@@H:1]([CH2:6]3)[C@H:2]2[CH2:7][NH:8][C:9]([C:11]2[CH:12]=[CH:13][CH:14]=[C:15]3[O:19][CH:18]=[CH:17][C:16]=23)=[O:10])=[O:35])[CH:25]=[CH:26][CH:27]=1, predict the reactants needed to synthesize it. The reactants are: [C@@H:1]12[CH2:6][C@@H:5]1[CH2:4][NH:3][C@@H:2]2[CH2:7][NH:8][C:9]([C:11]1[CH:12]=[CH:13][CH:14]=[C:15]2[O:19][CH:18]=[CH:17][C:16]=12)=[O:10].[CH3:20][O:21][C:22]1[CH:23]=[C:24]([C:28]2[S:32][C:31]([CH3:33])=[N:30][C:29]=2[C:34](O)=[O:35])[CH:25]=[CH:26][CH:27]=1. (3) Given the product [CH3:8][C:6]1[N:7]=[C:2]([N:14]2[CH2:15][CH2:16][C:17]3([CH2:22][CH2:21][N:20]([C:23]([O:25][C:26]([CH3:29])([CH3:28])[CH3:27])=[O:24])[CH2:19][CH2:18]3)[CH2:13]2)[CH:3]=[CH:4][C:5]=1[S:9]([CH3:12])(=[O:11])=[O:10], predict the reactants needed to synthesize it. The reactants are: F[C:2]1[N:7]=[C:6]([CH3:8])[C:5]([S:9]([CH3:12])(=[O:11])=[O:10])=[CH:4][CH:3]=1.[CH2:13]1[C:17]2([CH2:22][CH2:21][N:20]([C:23]([O:25][C:26]([CH3:29])([CH3:28])[CH3:27])=[O:24])[CH2:19][CH2:18]2)[CH2:16][CH2:15][NH:14]1.COC1C=CC=C(OC)C=1C1C=CC=CC=1P(C1CCCCC1)C1CCCCC1.C([O-])([O-])=O.[Cs+].[Cs+]. (4) Given the product [OH:12][C:11]1[C:10]([N:13]2[CH2:14][CH2:15][CH2:16][CH2:17]2)=[N:9][N:8]([CH2:18][CH2:19][CH:20]([CH3:21])[CH3:22])[C:7](=[O:23])[C:6]=1[C:4]1[NH:39][S:36](=[O:38])(=[O:37])[C:26]2[CH:27]=[C:28]([NH:31][S:32]([CH3:35])(=[O:33])=[O:34])[CH:29]=[CH:30][C:25]=2[N:24]=1, predict the reactants needed to synthesize it. The reactants are: C(O[C:4]([C:6]1[C:7](=[O:23])[N:8]([CH2:18][CH2:19][CH:20]([CH3:22])[CH3:21])[N:9]=[C:10]([N:13]2[CH2:17][CH2:16][CH2:15][CH2:14]2)[C:11]=1[OH:12])=O)C.[NH2:24][C:25]1[CH:30]=[CH:29][C:28]([NH:31][S:32]([CH3:35])(=[O:34])=[O:33])=[CH:27][C:26]=1[S:36]([NH2:39])(=[O:38])=[O:37].C1CCN2C(=NCCC2)CC1. (5) Given the product [Br:26][CH2:27][C:28]1([C:29]([O:31][CH2:32][CH3:33])=[O:30])[O:16][N:15]=[C:14]([C:13]2[C:8]([NH:7][CH:1]3[CH2:2][CH2:3][CH2:4][CH2:5][CH2:6]3)=[C:9]3[CH:19]=[N:18][N:17]([CH2:20][CH3:21])[C:10]3=[N:11][CH:12]=2)[CH2:34]1, predict the reactants needed to synthesize it. The reactants are: [CH:1]1([NH:7][C:8]2[C:13]([CH:14]=[N:15][OH:16])=[CH:12][N:11]=[C:10]3[N:17]([CH2:20][CH3:21])[N:18]=[CH:19][C:9]=23)[CH2:6][CH2:5][CH2:4][CH2:3][CH2:2]1.C(Cl)(Cl)Cl.[Br:26][CH2:27][C:28](=[CH2:34])[C:29]([O:31][CH2:32][CH3:33])=[O:30].Cl[O-].[Na+]. (6) Given the product [CH2:1]([O:8][C:9]([N:11]1[CH2:16][CH2:15][C:28]([O:29][CH3:30])([O:31][CH3:32])[CH2:13][CH:12]1[C:18]1[CH:23]=[CH:22][C:21]([F:24])=[CH:20][C:19]=1[CH3:25])=[O:10])[C:2]1[CH:3]=[CH:4][CH:5]=[CH:6][CH:7]=1, predict the reactants needed to synthesize it. The reactants are: [CH2:1]([O:8][C:9]([N:11]1[CH2:16][CH2:15]C(=O)[CH2:13][CH:12]1[C:18]1[CH:23]=[CH:22][C:21]([F:24])=[CH:20][C:19]=1[CH3:25])=[O:10])[C:2]1[CH:7]=[CH:6][CH:5]=[CH:4][CH:3]=1.CO[CH:28]([O:31][CH3:32])[O:29][CH3:30]. (7) Given the product [C:12]([O:16][C:17](=[O:23])[CH:18]([O:4][C:1](=[O:3])[CH3:2])[C:19]([CH3:21])=[O:20])([CH3:15])([CH3:14])[CH3:13], predict the reactants needed to synthesize it. The reactants are: [C:1]([OH:4])(=[O:3])[CH3:2].C(N(CC)CC)C.[C:12]([O:16][C:17](=[O:23])[CH:18](Br)[C:19]([CH3:21])=[O:20])([CH3:15])([CH3:14])[CH3:13].C([O-])(=O)C.C([NH+](CC)CC)C.